Task: Predict the product of the given reaction.. Dataset: Forward reaction prediction with 1.9M reactions from USPTO patents (1976-2016) (1) Given the reactants C([O:8][C:9]1[C:10](=[N:29][OH:30])[N:11]([CH3:28])[CH:12]=[N:13][C:14]=1[C:15]1[O:16][C:17]([CH2:20][C:21]2[CH:26]=[CH:25][C:24]([F:27])=[CH:23][CH:22]=2)=[N:18][N:19]=1)C1C=CC=CC=1.[H][H], predict the reaction product. The product is: [F:27][C:24]1[CH:23]=[CH:22][C:21]([CH2:20][C:17]2[O:16][C:15]([C:14]3[N:13]=[CH:12][N:11]([CH3:28])[C:10](=[N:29][OH:30])[C:9]=3[OH:8])=[N:19][N:18]=2)=[CH:26][CH:25]=1. (2) Given the reactants [C:1]([O:5][C:6]([N:8]1[CH2:13][CH2:12][CH:11]([C:14]([OH:16])=O)[CH2:10][CH2:9]1)=[O:7])([CH3:4])([CH3:3])[CH3:2].O[N:18]=[C:19]([N:21]1[C:29]2[C:24](=[CH:25][CH:26]=[CH:27][CH:28]=2)[C:23]([CH:30]([CH3:32])[CH3:31])=[N:22]1)[NH2:20].O, predict the reaction product. The product is: [CH3:32][CH:30]([C:23]1[C:24]2[C:29](=[CH:28][CH:27]=[CH:26][CH:25]=2)[N:21]([C:19]2[N:20]=[C:14]([CH:11]3[CH2:10][CH2:9][N:8]([C:6]([O:5][C:1]([CH3:2])([CH3:3])[CH3:4])=[O:7])[CH2:13][CH2:12]3)[O:16][N:18]=2)[N:22]=1)[CH3:31]. (3) Given the reactants [O:1]1[C:6]2[CH:7]=[CH:8][CH:9]=[CH:10][C:5]=2[NH:4][CH2:3][CH2:2]1.[Br:11][C:12]1[CH:13]=[C:14]([CH:18]=[C:19]([Br:22])[C:20]=1[OH:21])[C:15](Cl)=[O:16], predict the reaction product. The product is: [Br:11][C:12]1[CH:13]=[C:14]([C:15]([N:4]2[C:5]3[CH:10]=[CH:9][CH:8]=[CH:7][C:6]=3[O:1][CH2:2][CH2:3]2)=[O:16])[CH:18]=[C:19]([Br:22])[C:20]=1[OH:21]. (4) Given the reactants ClC1C=C2C(CC(=O)N2)=CC=1.ClC1C=C(C=CC=1[F:21])C=O.[Cl:22][C:23]1[CH:31]=[C:30]2[C:26](/[C:27](=[CH:33]/[C:34]3[CH:39]=[CH:38][C:37](F)=[C:36]([Cl:41])[CH:35]=3)/[C:28](=[O:32])[NH:29]2)=[CH:25][CH:24]=1, predict the reaction product. The product is: [Cl:22][C:23]1[CH:31]=[C:30]2[C:26](/[C:27](=[CH:33]/[C:34]3[CH:39]=[CH:38][CH:37]=[C:36]([Cl:41])[C:35]=3[F:21])/[C:28](=[O:32])[NH:29]2)=[CH:25][CH:24]=1. (5) Given the reactants [C:1]([CH:7]1[CH2:12][CH2:11][N:10]([C:13]([O:15][CH2:16][C:17]2[CH:22]=[CH:21][CH:20]=[CH:19][CH:18]=2)=[O:14])[CH2:9][CH2:8]1)(=O)[CH2:2][CH2:3][CH:4]=[CH2:5].[C:23]([O-:26])(=O)[CH3:24].[NH4+:27].[C:28]([N+:32]#[C-])([CH3:31])([CH3:30])[CH3:29].FC(F)(F)[CH2:36][OH:37], predict the reaction product. The product is: [C:23]([NH:27][C:1]([CH:7]1[CH2:12][CH2:11][N:10]([C:13]([O:15][CH2:16][C:17]2[CH:22]=[CH:21][CH:20]=[CH:19][CH:18]=2)=[O:14])[CH2:9][CH2:8]1)([CH2:2][CH2:3][CH:4]=[CH2:5])[C:36]([NH:32][C:28]([CH3:31])([CH3:30])[CH3:29])=[O:37])(=[O:26])[CH3:24]. (6) Given the reactants [Cl:1][C:2]1[CH:3]=[C:4]([C:9]2([C:31]([F:34])([F:33])[F:32])[O:13][N:12]=[C:11]([C:14]3[CH:29]=[CH:28][C:17]([C:18]([NH:20][CH2:21][C:22]4[CH:27]=[CH:26][CH:25]=[CH:24][N:23]=4)=[O:19])=[C:16]([CH3:30])[CH:15]=3)[CH2:10]2)[CH:5]=[C:6]([Cl:8])[CH:7]=1.[H-].[Na+].[CH3:37]I, predict the reaction product. The product is: [Cl:8][C:6]1[CH:5]=[C:4]([C:9]2([C:31]([F:33])([F:32])[F:34])[O:13][N:12]=[C:11]([C:14]3[CH:29]=[CH:28][C:17]([C:18]([N:20]([CH3:37])[CH2:21][C:22]4[CH:27]=[CH:26][CH:25]=[CH:24][N:23]=4)=[O:19])=[C:16]([CH3:30])[CH:15]=3)[CH2:10]2)[CH:3]=[C:2]([Cl:1])[CH:7]=1.